From a dataset of Retrosynthesis with 50K atom-mapped reactions and 10 reaction types from USPTO. Predict the reactants needed to synthesize the given product. (1) Given the product O=CNc1ccc(Br)c(Cl)c1, predict the reactants needed to synthesize it. The reactants are: Nc1ccc(Br)c(Cl)c1.O=CO. (2) Given the product CC(F)(F)CCCCn1ccc(NC(=O)/C=C/c2ccc(C(F)(F)F)cc2)n1, predict the reactants needed to synthesize it. The reactants are: CC(F)(F)CCCCn1ccc(N)n1.O=C(O)/C=C/c1ccc(C(F)(F)F)cc1. (3) Given the product COc1ccc(C(=O)N2CCCC2=O)cc1O, predict the reactants needed to synthesize it. The reactants are: COc1ccc(C(=O)N2CCCC2=O)cc1OCc1ccccc1.